Dataset: Forward reaction prediction with 1.9M reactions from USPTO patents (1976-2016). Task: Predict the product of the given reaction. (1) Given the reactants Br[C:2]1[CH:3]=[C:4]([CH2:9][NH:10][C:11](=[O:37])[CH2:12][C:13]([NH:15][CH2:16][C:17]2[C:18]([NH:30][CH:31]3[CH2:36][CH2:35][O:34][CH2:33][CH2:32]3)=[C:19]3[CH:27]=[N:26][N:25]([CH2:28][CH3:29])[C:20]3=[N:21][C:22]=2[CH2:23][CH3:24])=[O:14])[CH:5]=[CH:6][C:7]=1[Cl:8].[CH:38]([C:40]1[CH:41]=[C:42](B(O)O)[CH:43]=[CH:44][CH:45]=1)=[O:39].C(=O)([O-])[O-].[Na+].[Na+], predict the reaction product. The product is: [Cl:8][C:7]1[C:2]([C:44]2[CH:43]=[CH:42][CH:41]=[C:40]([CH:38]=[O:39])[CH:45]=2)=[CH:3][C:4]([CH2:9][NH:10][C:11](=[O:37])[CH2:12][C:13]([NH:15][CH2:16][C:17]2[C:18]([NH:30][CH:31]3[CH2:36][CH2:35][O:34][CH2:33][CH2:32]3)=[C:19]3[CH:27]=[N:26][N:25]([CH2:28][CH3:29])[C:20]3=[N:21][C:22]=2[CH2:23][CH3:24])=[O:14])=[CH:5][CH:6]=1. (2) Given the reactants S(=O)(=O)(O)O.C([O:10][C:11](=[O:25])[CH:12]=[C:13]([C:18]1[CH:23]=[CH:22][C:21]([F:24])=[CH:20][CH:19]=1)[C:14]([F:17])([F:16])[F:15])(C)(C)C.[OH-].[Na+], predict the reaction product. The product is: [F:17][C:14]([F:15])([F:16])[C:13]([C:18]1[CH:23]=[CH:22][C:21]([F:24])=[CH:20][CH:19]=1)=[CH:12][C:11]([OH:25])=[O:10]. (3) Given the reactants [C:1]([C:3]1[C:11]2[C:6](=[CH:7][CH:8]=[C:9]([CH2:12][CH:13]3[CH2:15][CH:14]3[C:16]([OH:18])=O)[CH:10]=2)[NH:5][CH:4]=1)#[N:2].Cl.[CH3:20][N:21](C)[OH:22].Cl.[CH3:25]N(C)CCCN=C=NCC.C(N(CC)CC)C, predict the reaction product. The product is: [CH3:25][O:22][N:21]([CH3:20])[C:16]([CH:14]1[CH2:15][CH:13]1[CH2:12][C:9]1[CH:10]=[C:11]2[C:6](=[CH:7][CH:8]=1)[NH:5][CH:4]=[C:3]2[C:1]#[N:2])=[O:18]. (4) Given the reactants [CH:1]([N:4]1[CH2:9][CH2:8][N:7]([C:10]([C:12]2[CH:13]=[C:14]([CH:17]=[CH:18][CH:19]=2)[CH:15]=O)=[O:11])[CH2:6][CH2:5]1)([CH3:3])[CH3:2].[NH:20]1[CH2:25][CH2:24][O:23][CH2:22][CH2:21]1, predict the reaction product. The product is: [CH:1]([N:4]1[CH2:9][CH2:8][N:7]([C:10]([C:12]2[CH:19]=[CH:18][CH:17]=[C:14]([CH2:15][N:20]3[CH2:25][CH2:24][O:23][CH2:22][CH2:21]3)[CH:13]=2)=[O:11])[CH2:6][CH2:5]1)([CH3:3])[CH3:2]. (5) Given the reactants C([O:5][C:6](=[O:26])[CH2:7][O:8][CH2:9][C:10]1[CH:15]=[C:14]([S:16]([N:19]2[CH2:24][CH2:23][CH2:22][CH2:21][CH2:20]2)(=[O:18])=[O:17])[CH:13]=[CH:12][C:11]=1[Cl:25])(C)(C)C, predict the reaction product. The product is: [Cl:25][C:11]1[CH:12]=[CH:13][C:14]([S:16]([N:19]2[CH2:24][CH2:23][CH2:22][CH2:21][CH2:20]2)(=[O:17])=[O:18])=[CH:15][C:10]=1[CH2:9][O:8][CH2:7][C:6]([OH:26])=[O:5]. (6) The product is: [C:8]([O:12][C:13]([NH:14][NH:15][CH2:2][C:3]1[O:7][N:6]=[CH:5][CH:4]=1)=[O:16])([CH3:11])([CH3:10])[CH3:9]. Given the reactants Br[CH2:2][C:3]1[O:7][N:6]=[CH:5][CH:4]=1.[C:8]([O:12][C:13](=[O:16])[NH:14][NH2:15])([CH3:11])([CH3:10])[CH3:9].C(=O)([O-])[O-].[Na+].[Na+], predict the reaction product. (7) The product is: [CH2:19]([C@H:15]1[S:11][C:10]([NH:9][CH2:8][C@H:7]([C:1]2[CH:6]=[CH:5][CH:4]=[CH:3][CH:2]=2)[CH3:13])=[N:12][C:16]1=[O:17])[CH3:20]. Given the reactants [C:1]1([C@H:7]([CH3:13])[CH2:8][NH:9][C:10]([NH2:12])=[S:11])[CH:6]=[CH:5][CH:4]=[CH:3][CH:2]=1.Br[CH:15]([CH2:19][CH3:20])[C:16](O)=[O:17], predict the reaction product. (8) Given the reactants [CH2:1]([O:3][C:4]1[CH:12]=[CH:11][C:7]([C:8]([OH:10])=O)=[CH:6][CH:5]=1)[CH3:2].C1N=CN(C(N2C=NC=C2)=O)C=1.Cl.[NH2:26][CH2:27][C:28]1[CH:29]=[C:30]2[C:34](=[CH:35][CH:36]=1)[C:33](=[O:37])[N:32]([C:38]1([CH3:46])[CH2:43][CH2:42][C:41](=[O:44])[NH:40][C:39]1=[O:45])[C:31]2=[O:47].CCOC(C)=O, predict the reaction product. The product is: [CH2:1]([O:3][C:4]1[CH:5]=[CH:6][C:7]([C:8]([NH:26][CH2:27][C:28]2[CH:29]=[C:30]3[C:34](=[CH:35][CH:36]=2)[C:33](=[O:37])[N:32]([C:38]2([CH3:46])[CH2:43][CH2:42][C:41](=[O:44])[NH:40][C:39]2=[O:45])[C:31]3=[O:47])=[O:10])=[CH:11][CH:12]=1)[CH3:2]. (9) Given the reactants [NH:1]1[C:9]2[C:4](=[C:5](B(O)O)[CH:6]=[CH:7][CH:8]=2)[CH:3]=[CH:2]1.Cl[C:14]1[N:19]=[C:18]([C:20]2([S:33]([CH3:36])(=[O:35])=[O:34])[CH2:25][CH2:24][N:23](C(OC(C)(C)C)=O)[CH2:22][CH2:21]2)[CH:17]=[C:16]([N:37]2[CH2:42][CH2:41][O:40][CH2:39][C@H:38]2[CH3:43])[N:15]=1.C(=O)([O-])[O-].[Na+].[Na+], predict the reaction product. The product is: [CH3:43][C@@H:38]1[CH2:39][O:40][CH2:41][CH2:42][N:37]1[C:16]1[CH:17]=[C:18]([C:20]2([S:33]([CH3:36])(=[O:35])=[O:34])[CH2:25][CH2:24][NH:23][CH2:22][CH2:21]2)[N:19]=[C:14]([C:5]2[CH:6]=[CH:7][CH:8]=[C:9]3[C:4]=2[CH:3]=[CH:2][NH:1]3)[N:15]=1. (10) Given the reactants [CH2:1]([O:3][C:4]([C:6]1[C:7]([OH:23])=[C:8]2[C:15]([C:16]3[CH:21]=[CH:20][C:19]([Cl:22])=[CH:18][CH:17]=3)=[N:14][S:13][C:9]2=[C:10](Br)[N:11]=1)=[O:5])[CH3:2].[C:24]1(B(O)O)[CH:29]=[CH:28][CH:27]=[CH:26][CH:25]=1, predict the reaction product. The product is: [CH2:1]([O:3][C:4]([C:6]1[C:7]([OH:23])=[C:8]2[C:15]([C:16]3[CH:21]=[CH:20][C:19]([Cl:22])=[CH:18][CH:17]=3)=[N:14][S:13][C:9]2=[C:10]([C:24]2[CH:29]=[CH:28][CH:27]=[CH:26][CH:25]=2)[N:11]=1)=[O:5])[CH3:2].